This data is from Peptide-MHC class II binding affinity with 134,281 pairs from IEDB. The task is: Regression. Given a peptide amino acid sequence and an MHC pseudo amino acid sequence, predict their binding affinity value. This is MHC class II binding data. (1) The peptide sequence is ILEPTAAAIAYGLDR. The MHC is HLA-DQA10401-DQB10402 with pseudo-sequence HLA-DQA10401-DQB10402. The binding affinity (normalized) is 0.550. (2) The peptide sequence is QIVTTNVRLKQQWVDYNLKW. The MHC is DRB1_0301 with pseudo-sequence DRB1_0301. The binding affinity (normalized) is 0.